From a dataset of Catalyst prediction with 721,799 reactions and 888 catalyst types from USPTO. Predict which catalyst facilitates the given reaction. Product: [F:29][C:28]([F:30])([F:31])[C:25]1[CH:26]=[CH:27][C:22]([CH2:21][O:1][N:2]2[C:6](=[O:7])[C:5]3[C:4](=[CH:12][CH:11]=[CH:10][CH:9]=3)[C:3]2=[O:13])=[CH:23][CH:24]=1. The catalyst class is: 18. Reactant: [OH:1][NH:2][C:3](=[O:13])[C:4]1[C:5](=[CH:9][CH:10]=[CH:11][CH:12]=1)[C:6](N)=[O:7].C(=O)([O-])[O-].[Cs+].[Cs+].Br[CH2:21][C:22]1[CH:27]=[CH:26][C:25]([C:28]([F:31])([F:30])[F:29])=[CH:24][CH:23]=1.